This data is from Full USPTO retrosynthesis dataset with 1.9M reactions from patents (1976-2016). The task is: Predict the reactants needed to synthesize the given product. (1) Given the product [CH2:16]([N:7]1[C:6](=[O:23])[CH:5]=[C:4]([CH:2]([NH:1][C:25]2[N:33]=[CH:32][N:31]=[C:30]3[C:26]=2[N:27]=[CH:28][NH:29]3)[CH3:3])[C:9]([C:10]2[CH:15]=[CH:14][CH:13]=[CH:12][CH:11]=2)=[N:8]1)[C:17]1[CH:22]=[CH:21][CH:20]=[CH:19][CH:18]=1, predict the reactants needed to synthesize it. The reactants are: [NH2:1][CH:2]([C:4]1[C:9]([C:10]2[CH:15]=[CH:14][CH:13]=[CH:12][CH:11]=2)=[N:8][N:7]([CH2:16][C:17]2[CH:22]=[CH:21][CH:20]=[CH:19][CH:18]=2)[C:6](=[O:23])[CH:5]=1)[CH3:3].Br[C:25]1[N:33]=[CH:32][N:31]=[C:30]2[C:26]=1[NH:27][CH:28]=[N:29]2.CCN(C(C)C)C(C)C. (2) Given the product [Cl:12][C:13]1[N:18]=[C:17]([NH:19][C:2]2[CH:7]=[C:6]([O:8][CH3:9])[CH:5]=[C:4]([O:10][CH3:11])[CH:3]=2)[C:16]([CH3:20])=[CH:15][N:14]=1, predict the reactants needed to synthesize it. The reactants are: Br[C:2]1[CH:7]=[C:6]([O:8][CH3:9])[CH:5]=[C:4]([O:10][CH3:11])[CH:3]=1.[Cl:12][C:13]1[N:18]=[C:17]([NH2:19])[C:16]([CH3:20])=[CH:15][N:14]=1.CC1(C)C2C(=C(P(C3C=CC=CC=3)C3C=CC=CC=3)C=CC=2)OC2C(P(C3C=CC=CC=3)C3C=CC=CC=3)=CC=CC1=2.CC(C)([O-])C.[K+]. (3) Given the product [CH2:1]([O:3][C:4]([C@H:5]1[C@H:6]([C:7]2[CH:8]=[N:9][CH:10]=[N:11][CH:12]=2)[C@H:15]1[C:16]1[CH:21]=[CH:20][CH:19]=[CH:18][CH:17]=1)=[O:13])[CH3:2], predict the reactants needed to synthesize it. The reactants are: [CH2:1]([O:3][C:4](=[O:13])/[CH:5]=[CH:6]/[C:7]1[CH:8]=[N:9][CH:10]=[N:11][CH:12]=1)[CH3:2].[Br-].[CH2:15]([S+]1CCCC1)[C:16]1[CH:21]=[CH:20][CH:19]=[CH:18][CH:17]=1. (4) Given the product [C:1]1([N:11]2[CH2:16][CH2:15][N:14]([CH2:18][CH2:19][C:20]3[CH:29]=[CH:28][C:23]4[NH:24][C:25](=[O:27])[O:26][C:22]=4[CH:21]=3)[CH2:13][CH2:12]2)[C:10]2[C:5](=[CH:6][CH:7]=[CH:8][CH:9]=2)[CH:4]=[CH:3][CH:2]=1, predict the reactants needed to synthesize it. The reactants are: [C:1]1([N:11]2[CH2:16][CH2:15][NH:14][CH2:13][CH2:12]2)[C:10]2[C:5](=[CH:6][CH:7]=[CH:8][CH:9]=2)[CH:4]=[CH:3][CH:2]=1.Br[CH2:18][CH2:19][C:20]1[CH:29]=[CH:28][C:23]2[NH:24][C:25](=[O:27])[O:26][C:22]=2[CH:21]=1.C(N(CC)CC)C.[I-].[Na+].